From a dataset of Catalyst prediction with 721,799 reactions and 888 catalyst types from USPTO. Predict which catalyst facilitates the given reaction. (1) Reactant: C(N(CC)CC)C.[NH:8]1[CH:12]=[C:11]([CH:13]=[O:14])[N:10]=[CH:9]1.[C:15]1([C:21](Cl)([C:28]2[CH:33]=[CH:32][CH:31]=[CH:30][CH:29]=2)[C:22]2[CH:27]=[CH:26][CH:25]=[CH:24][CH:23]=2)[CH:20]=[CH:19][CH:18]=[CH:17][CH:16]=1. Product: [C:21]([N:8]1[CH:12]=[C:11]([CH:13]=[O:14])[N:10]=[CH:9]1)([C:15]1[CH:20]=[CH:19][CH:18]=[CH:17][CH:16]=1)([C:28]1[CH:29]=[CH:30][CH:31]=[CH:32][CH:33]=1)[C:22]1[CH:23]=[CH:24][CH:25]=[CH:26][CH:27]=1. The catalyst class is: 9. (2) Reactant: [NH2:1][C:2]1[CH:3]=[C:4]([CH2:9][OH:10])[CH:5]=[CH:6][C:7]=1[CH3:8].C(N(CC)CC)C.[C:18](Cl)(=[O:20])[CH3:19]. Product: [OH:10][CH2:9][C:4]1[CH:5]=[CH:6][C:7]([CH3:8])=[C:2]([NH:1][C:18](=[O:20])[CH3:19])[CH:3]=1. The catalyst class is: 22. (3) Reactant: C(O)(=O)C.[Br:5][C:6]1[CH:11]=[C:10]([N+:12]([O-])=O)[CH:9]=[C:8]([C:15]([F:18])([F:17])[F:16])[C:7]=1[NH:19][C:20](=[O:29])[CH2:21][CH2:22][CH:23]1[CH2:28][CH2:27][CH2:26][CH2:25][CH2:24]1. Product: [NH2:12][C:10]1[CH:9]=[C:8]([C:15]([F:17])([F:18])[F:16])[C:7]([NH:19][C:20](=[O:29])[CH2:21][CH2:22][CH:23]2[CH2:28][CH2:27][CH2:26][CH2:25][CH2:24]2)=[C:6]([Br:5])[CH:11]=1. The catalyst class is: 772. (4) Reactant: C(=O)([O-])[O-].[Cs+].[Cs+].C(OC([N:14]1[C:18]2[CH:19]=[CH:20][CH:21]=[CH:22][C:17]=2[N:16]=[C:15]1Cl)=O)(C)(C)C.[CH3:24][O:25][C:26]1[CH:31]=[CH:30][CH:29]=[CH:28][C:27]=1[OH:32]. Product: [CH3:24][O:25][C:26]1[CH:31]=[CH:30][CH:29]=[CH:28][C:27]=1[O:32][C:15]1[NH:14][C:18]2[CH:19]=[CH:20][CH:21]=[CH:22][C:17]=2[N:16]=1. The catalyst class is: 32. (5) Reactant: [F:1][C:2]1[CH:7]=[CH:6][C:5]([CH2:8][NH:9][C:10]([C:12]2[N:13]=[C:14]3[C:20]4([N:23]([CH3:31])[C:24](=[O:30])[C:25]([N:27]([CH3:29])[CH3:28])=[O:26])[CH2:21][CH2:22][C:17]([CH2:32]OS(C5C=CC(C)=CC=5)(=O)=O)([CH2:18][CH2:19]4)[CH2:16][N:15]3[C:44](=[O:47])[C:45]=2[OH:46])=[O:11])=[CH:4][C:3]=1[CH3:48].[C-:49]#[N:50].[K+]. Product: [C:49]([CH2:32][C:17]12[CH2:22][CH2:21][C:20]([N:23]([CH3:31])[C:24](=[O:30])[C:25]([N:27]([CH3:29])[CH3:28])=[O:26])([C:14]3[N:15]([C:44](=[O:47])[C:45]([OH:46])=[C:12]([C:10]([NH:9][CH2:8][C:5]4[CH:6]=[CH:7][C:2]([F:1])=[C:3]([CH3:48])[CH:4]=4)=[O:11])[N:13]=3)[CH2:16]1)[CH2:19][CH2:18]2)#[N:50]. The catalyst class is: 44. (6) Reactant: [Cl:1][C:2]1[CH:3]=[C:4]([CH:10]=[CH:11][C:12]=1[CH2:13][CH:14]1[CH2:18][CH2:17][N:16]([CH:19]2[CH:26]3[CH2:27][CH:22]4[CH2:23][C:24]([OH:29])([CH2:28][CH:20]2[CH2:21]4)[CH2:25]3)[C:15]1=[O:30])[O:5][CH2:6][C:7]([OH:9])=O.[F:31][C:32]([F:44])([F:43])[C:33]1[CH:38]=[CH:37][C:36]([S:39]([NH2:42])(=[O:41])=[O:40])=[CH:35][CH:34]=1.Cl.CN(C)CCCN=C=NCC.O. Product: [Cl:1][C:2]1[CH:3]=[C:4]([CH:10]=[CH:11][C:12]=1[CH2:13][CH:14]1[CH2:18][CH2:17][N:16]([CH:19]2[CH:26]3[CH2:27][CH:22]4[CH2:23][C:24]([OH:29])([CH2:28][CH:20]2[CH2:21]4)[CH2:25]3)[C:15]1=[O:30])[O:5][CH2:6][C:7]([NH:42][S:39]([C:36]1[CH:35]=[CH:34][C:33]([C:32]([F:31])([F:44])[F:43])=[CH:38][CH:37]=1)(=[O:40])=[O:41])=[O:9]. The catalyst class is: 594. (7) Reactant: [CH2:1](N1C(=O)[C:7]2=[CH:6][CH:5]=[CH:4][CH:3]=[C:2]2[C:1]1=O)[C:2]1[CH:7]=[CH:6][CH:5]=[CH:4][CH:3]=1.[CH3:19][C:20]1([CH3:31])[C:28]2[C:23](=[CH:24][CH:25]=[CH:26][CH:27]=2)[C:22]([CH3:30])([CH3:29])[NH:21]1.CI.[Mg]. Product: [CH2:1]([N:21]1[C:20]([CH3:31])([CH3:19])[C:28]2[C:23](=[CH:24][CH:25]=[CH:26][CH:27]=2)[C:22]1([CH3:30])[CH3:29])[C:2]1[CH:7]=[CH:6][CH:5]=[CH:4][CH:3]=1. The catalyst class is: 715.